Dataset: Forward reaction prediction with 1.9M reactions from USPTO patents (1976-2016). Task: Predict the product of the given reaction. Given the reactants [CH:1]([O:4][C:5]1[CH:13]=[CH:12][C:11]([S:14]([CH3:17])(=[O:16])=[O:15])=[CH:10][C:6]=1[C:7]([OH:9])=O)([CH3:3])[CH3:2].Cl.Cl.[N+:20]([C:23]1[CH:28]=[CH:27][CH:26]=[CH:25][C:24]=1[C:29]1[N:30]=[C:31]([N:34]2[CH2:39][CH2:38][NH:37][CH2:36][CH2:35]2)[S:32][CH:33]=1)([O-:22])=[O:21], predict the reaction product. The product is: [CH:1]([O:4][C:5]1[CH:13]=[CH:12][C:11]([S:14]([CH3:17])(=[O:16])=[O:15])=[CH:10][C:6]=1[C:7]([N:37]1[CH2:38][CH2:39][N:34]([C:31]2[S:32][CH:33]=[C:29]([C:24]3[CH:25]=[CH:26][CH:27]=[CH:28][C:23]=3[N+:20]([O-:22])=[O:21])[N:30]=2)[CH2:35][CH2:36]1)=[O:9])([CH3:2])[CH3:3].